Dataset: Reaction yield outcomes from USPTO patents with 853,638 reactions. Task: Predict the reaction yield, written as a fraction of the theoretical maximum amount of product (1.0 means a 100% yield; for example, 0.34 means a 34% yield). (1) The reactants are [N:1]1([CH:6]([C:10]2[CH:15]=[CH:14][C:13]([NH:16][C:17](=[O:24])[CH2:18][CH2:19][CH2:20][C:21]([OH:23])=[O:22])=[CH:12][CH:11]=2)[CH:7]([CH3:9])[CH3:8])[CH:5]=[CH:4][N:3]=[CH:2]1.OS(O)(=O)=O.[CH2:30](O)[CH3:31]. No catalyst specified. The product is [N:1]1([CH:6]([C:10]2[CH:15]=[CH:14][C:13]([NH:16][C:17](=[O:24])[CH2:18][CH2:19][CH2:20][C:21]([O:23][CH2:30][CH3:31])=[O:22])=[CH:12][CH:11]=2)[CH:7]([CH3:9])[CH3:8])[CH:5]=[CH:4][N:3]=[CH:2]1. The yield is 0.180. (2) The reactants are [NH:1]1[C:11]2[C:6](=[CH:7][CH:8]=[CH:9][CH:10]=2)[C:4](=O)[C:2]1=[O:3].[H-].[Na+].Br[CH2:15][CH2:16][O:17][CH3:18].Cl. The catalyst is CN(C=O)C.CS(C)=O. The product is [CH3:18][O:17][CH2:16][CH2:15][N:1]1[C:11]2[C:6](=[CH:7][CH:8]=[CH:9][CH:10]=2)[CH2:4][C:2]1=[O:3]. The yield is 0.610. (3) The reactants are [F:1][C:2]1[C:3]([C:22]([F:25])([F:24])[F:23])=[C:4]([CH:9]2[CH2:14][CH2:13][N:12](C(OC(C)(C)C)=O)[CH2:11][CH2:10]2)[CH:5]=[C:6]([F:8])[CH:7]=1.C(Cl)[Cl:27]. The catalyst is Cl. The product is [ClH:27].[F:1][C:2]1[C:3]([C:22]([F:25])([F:24])[F:23])=[C:4]([CH:9]2[CH2:10][CH2:11][NH:12][CH2:13][CH2:14]2)[CH:5]=[C:6]([F:8])[CH:7]=1. The yield is 0.630.